From a dataset of Volume of distribution at steady state (VDss) regression data from Lombardo et al.. Regression/Classification. Given a drug SMILES string, predict its absorption, distribution, metabolism, or excretion properties. Task type varies by dataset: regression for continuous measurements (e.g., permeability, clearance, half-life) or binary classification for categorical outcomes (e.g., BBB penetration, CYP inhibition). For this dataset (vdss_lombardo), we predict log10(VDss) (log10 of volume of distribution in L/kg). (1) The molecule is CCCCC(=O)N(Cc1ccc(-c2ccccc2-c2nnn[n-]2)cc1)C(C(=O)[O-])C(C)C. The log10(VDss) is -0.660. (2) The compound is C[NH+]1CCN(c2c(F)cc3c(=O)c(C(=O)[O-])cn(CCF)c3c2F)CC1. The log10(VDss) is 0.200. (3) The log10(VDss) is -0.620. The drug is O=C([O-])CCCC[NH+](CCc1ccccc1OCc1ccc(CCc2ccccc2)cc1)Cc1ccc(C(=O)[O-])cc1. (4) The molecule is CC(C)[N+]1(C)C2CCC1CC(OC(=O)C(CO)c1ccccc1)C2. The log10(VDss) is 0.710.